Dataset: Full USPTO retrosynthesis dataset with 1.9M reactions from patents (1976-2016). Task: Predict the reactants needed to synthesize the given product. (1) Given the product [OH:36][C:29]1[C:28]([CH2:27][NH:26][C:14](=[O:16])[C:13]2[CH:17]=[CH:18][C:10]([CH:8]([O:7][C:3]3[CH:2]=[N:1][CH:6]=[CH:5][CH:4]=3)[CH3:9])=[N:11][CH:12]=2)=[C:33]([CH3:34])[CH:32]=[C:31]([CH3:35])[N:30]=1, predict the reactants needed to synthesize it. The reactants are: [N:1]1[CH:6]=[CH:5][CH:4]=[C:3]([O:7][CH:8]([C:10]2[CH:18]=[CH:17][C:13]([C:14]([OH:16])=O)=[CH:12][N:11]=2)[CH3:9])[CH:2]=1.C(N(CC)CC)C.[NH2:26][CH2:27][C:28]1[C:29]([OH:36])=[N:30][C:31]([CH3:35])=[CH:32][C:33]=1[CH3:34]. (2) Given the product [CH:34]1([CH2:37][C:38]([NH:2][C@@H:3]2[CH2:8][CH2:7][C@H:6]([NH:9][C:10](=[O:26])[C:11]3[CH:16]=[CH:15][CH:14]=[N:13][C:12]=3[O:17][C:18]3[CH:23]=[CH:22][CH:21]=[C:20]([S:24][CH3:25])[CH:19]=3)[CH2:5][CH2:4]2)=[O:39])[CH2:36][CH2:35]1, predict the reactants needed to synthesize it. The reactants are: Cl.[NH2:2][C@@H:3]1[CH2:8][CH2:7][C@H:6]([NH:9][C:10](=[O:26])[C:11]2[CH:16]=[CH:15][CH:14]=[N:13][C:12]=2[O:17][C:18]2[CH:23]=[CH:22][CH:21]=[C:20]([S:24][CH3:25])[CH:19]=2)[CH2:5][CH2:4]1.C(N(CC)CC)C.[CH:34]1([CH2:37][C:38](O)=[O:39])[CH2:36][CH2:35]1.Cl.CN(C)CCCN=C=NCC.ON1C2C=CC=CC=2N=N1.